This data is from NCI-60 drug combinations with 297,098 pairs across 59 cell lines. The task is: Regression. Given two drug SMILES strings and cell line genomic features, predict the synergy score measuring deviation from expected non-interaction effect. (1) Drug 1: C1=NNC2=C1C(=O)NC=N2. Drug 2: CC(C)NC(=O)C1=CC=C(C=C1)CNNC.Cl. Cell line: HOP-62. Synergy scores: CSS=1.06, Synergy_ZIP=-1.61, Synergy_Bliss=-6.25, Synergy_Loewe=-2.60, Synergy_HSA=-5.49. (2) Cell line: UO-31. Drug 1: CC1OCC2C(O1)C(C(C(O2)OC3C4COC(=O)C4C(C5=CC6=C(C=C35)OCO6)C7=CC(=C(C(=C7)OC)O)OC)O)O. Drug 2: C1=NC2=C(N=C(N=C2N1C3C(C(C(O3)CO)O)O)F)N. Synergy scores: CSS=13.9, Synergy_ZIP=-3.37, Synergy_Bliss=1.08, Synergy_Loewe=-2.42, Synergy_HSA=1.38. (3) Synergy scores: CSS=30.9, Synergy_ZIP=-9.33, Synergy_Bliss=-2.51, Synergy_Loewe=-2.72, Synergy_HSA=-2.59. Drug 2: C(CC(=O)O)C(=O)CN.Cl. Cell line: COLO 205. Drug 1: C1=NC2=C(N=C(N=C2N1C3C(C(C(O3)CO)O)O)F)N. (4) Drug 2: CC1C(C(CC(O1)OC2CC(CC3=C2C(=C4C(=C3O)C(=O)C5=C(C4=O)C(=CC=C5)OC)O)(C(=O)CO)O)N)O.Cl. Cell line: IGROV1. Drug 1: C1=CC(=CC=C1CCCC(=O)O)N(CCCl)CCCl. Synergy scores: CSS=54.5, Synergy_ZIP=8.76, Synergy_Bliss=12.8, Synergy_Loewe=-2.79, Synergy_HSA=14.7. (5) Drug 1: C1=C(C(=O)NC(=O)N1)F. Drug 2: C1CC(=O)NC(=O)C1N2C(=O)C3=CC=CC=C3C2=O. Cell line: NCI-H522. Synergy scores: CSS=15.6, Synergy_ZIP=-9.03, Synergy_Bliss=-9.19, Synergy_Loewe=-15.8, Synergy_HSA=-10.3. (6) Drug 1: CCCCCOC(=O)NC1=NC(=O)N(C=C1F)C2C(C(C(O2)C)O)O. Drug 2: C1=CC=C(C(=C1)C(C2=CC=C(C=C2)Cl)C(Cl)Cl)Cl. Cell line: BT-549. Synergy scores: CSS=-3.78, Synergy_ZIP=6.90, Synergy_Bliss=8.60, Synergy_Loewe=-4.37, Synergy_HSA=-3.39. (7) Drug 1: C1CN1C2=NC(=NC(=N2)N3CC3)N4CC4. Drug 2: COC1=CC(=CC(=C1O)OC)C2C3C(COC3=O)C(C4=CC5=C(C=C24)OCO5)OC6C(C(C7C(O6)COC(O7)C8=CC=CS8)O)O. Synergy scores: CSS=27.9, Synergy_ZIP=-1.14, Synergy_Bliss=3.92, Synergy_Loewe=-22.3, Synergy_HSA=4.79. Cell line: SK-MEL-28. (8) Drug 1: C1C(C(OC1N2C=C(C(=O)NC2=O)F)CO)O. Drug 2: N.N.Cl[Pt+2]Cl. Cell line: HCT116. Synergy scores: CSS=61.4, Synergy_ZIP=-3.56, Synergy_Bliss=-4.48, Synergy_Loewe=-15.6, Synergy_HSA=0.847.